From a dataset of NCI-60 drug combinations with 297,098 pairs across 59 cell lines. Regression. Given two drug SMILES strings and cell line genomic features, predict the synergy score measuring deviation from expected non-interaction effect. (1) Drug 1: CN(C)N=NC1=C(NC=N1)C(=O)N. Drug 2: C1=NNC2=C1C(=O)NC=N2. Cell line: KM12. Synergy scores: CSS=20.4, Synergy_ZIP=-2.81, Synergy_Bliss=4.19, Synergy_Loewe=9.98, Synergy_HSA=11.4. (2) Drug 1: CC1C(C(CC(O1)OC2CC(CC3=C2C(=C4C(=C3O)C(=O)C5=C(C4=O)C(=CC=C5)OC)O)(C(=O)CO)O)N)O.Cl. Drug 2: COCCOC1=C(C=C2C(=C1)C(=NC=N2)NC3=CC=CC(=C3)C#C)OCCOC.Cl. Cell line: MALME-3M. Synergy scores: CSS=14.8, Synergy_ZIP=-3.77, Synergy_Bliss=1.47, Synergy_Loewe=2.38, Synergy_HSA=2.63. (3) Drug 1: C1CN1P(=S)(N2CC2)N3CC3. Drug 2: CC(C)NC(=O)C1=CC=C(C=C1)CNNC.Cl. Cell line: NCI/ADR-RES. Synergy scores: CSS=21.5, Synergy_ZIP=-3.44, Synergy_Bliss=-1.58, Synergy_Loewe=-11.8, Synergy_HSA=-3.04. (4) Drug 1: CC1=C2C(C(=O)C3(C(CC4C(C3C(C(C2(C)C)(CC1OC(=O)C(C(C5=CC=CC=C5)NC(=O)OC(C)(C)C)O)O)OC(=O)C6=CC=CC=C6)(CO4)OC(=O)C)OC)C)OC. Drug 2: CCN(CC)CCCC(C)NC1=C2C=C(C=CC2=NC3=C1C=CC(=C3)Cl)OC. Cell line: SK-OV-3. Synergy scores: CSS=31.9, Synergy_ZIP=-3.14, Synergy_Bliss=-2.36, Synergy_Loewe=-11.8, Synergy_HSA=-0.0126. (5) Drug 1: CC1C(C(=O)NC(C(=O)N2CCCC2C(=O)N(CC(=O)N(C(C(=O)O1)C(C)C)C)C)C(C)C)NC(=O)C3=C4C(=C(C=C3)C)OC5=C(C(=O)C(=C(C5=N4)C(=O)NC6C(OC(=O)C(N(C(=O)CN(C(=O)C7CCCN7C(=O)C(NC6=O)C(C)C)C)C)C(C)C)C)N)C. Drug 2: CN1C2=C(C=C(C=C2)N(CCCl)CCCl)N=C1CCCC(=O)O.Cl. Cell line: KM12. Synergy scores: CSS=21.9, Synergy_ZIP=9.29, Synergy_Bliss=15.4, Synergy_Loewe=5.30, Synergy_HSA=7.90. (6) Drug 1: CCCS(=O)(=O)NC1=C(C(=C(C=C1)F)C(=O)C2=CNC3=C2C=C(C=N3)C4=CC=C(C=C4)Cl)F. Drug 2: CCC1=C2CN3C(=CC4=C(C3=O)COC(=O)C4(CC)O)C2=NC5=C1C=C(C=C5)O. Cell line: TK-10. Synergy scores: CSS=17.9, Synergy_ZIP=-6.86, Synergy_Bliss=-1.07, Synergy_Loewe=-7.06, Synergy_HSA=-0.713. (7) Drug 1: CN1C2=C(C=C(C=C2)N(CCCl)CCCl)N=C1CCCC(=O)O.Cl. Drug 2: CC1=C(C=C(C=C1)C(=O)NC2=CC(=CC(=C2)C(F)(F)F)N3C=C(N=C3)C)NC4=NC=CC(=N4)C5=CN=CC=C5. Cell line: KM12. Synergy scores: CSS=-5.93, Synergy_ZIP=2.56, Synergy_Bliss=-0.329, Synergy_Loewe=-2.12, Synergy_HSA=-4.34. (8) Drug 1: C1CCC(C1)C(CC#N)N2C=C(C=N2)C3=C4C=CNC4=NC=N3. Drug 2: CC=C1C(=O)NC(C(=O)OC2CC(=O)NC(C(=O)NC(CSSCCC=C2)C(=O)N1)C(C)C)C(C)C. Cell line: OVCAR-5. Synergy scores: CSS=60.8, Synergy_ZIP=-1.61, Synergy_Bliss=-5.43, Synergy_Loewe=-71.4, Synergy_HSA=-8.04. (9) Drug 1: CS(=O)(=O)C1=CC(=C(C=C1)C(=O)NC2=CC(=C(C=C2)Cl)C3=CC=CC=N3)Cl. Drug 2: C1=CC=C(C=C1)NC(=O)CCCCCCC(=O)NO. Cell line: 786-0. Synergy scores: CSS=18.0, Synergy_ZIP=1.45, Synergy_Bliss=7.25, Synergy_Loewe=8.67, Synergy_HSA=8.88. (10) Drug 1: C1CCN(CC1)CCOC2=CC=C(C=C2)C(=O)C3=C(SC4=C3C=CC(=C4)O)C5=CC=C(C=C5)O. Drug 2: C1CC(=O)NC(=O)C1N2CC3=C(C2=O)C=CC=C3N. Cell line: HOP-92. Synergy scores: CSS=-0.312, Synergy_ZIP=-4.91, Synergy_Bliss=-10.7, Synergy_Loewe=-7.29, Synergy_HSA=-7.40.